Dataset: Reaction yield outcomes from USPTO patents with 853,638 reactions. Task: Predict the reaction yield, written as a fraction of the theoretical maximum amount of product (1.0 means a 100% yield; for example, 0.34 means a 34% yield). (1) The reactants are Cl.[F:2][C:3]1([F:14])[CH2:7][NH:6][C@@H:5]([CH:8]([CH3:13])[CH2:9][C:10]([OH:12])=[O:11])[CH2:4]1.Br[CH2:16][C:17]1[NH:22][C:21]([C:23]2[S:24][CH:25]=[CH:26][N:27]=2)=[N:20][C@@H:19]([C:28]2[CH:33]=[CH:32][C:31]([F:34])=[CH:30][C:29]=2[Cl:35])[C:18]=1[C:36]([O:38][CH3:39])=[O:37].C(=O)([O-])[O-].[K+].[K+]. The catalyst is C(O)C. The product is [Cl:35][C:29]1[CH:30]=[C:31]([F:34])[CH:32]=[CH:33][C:28]=1[C@@H:19]1[N:20]=[C:21]([C:23]2[S:24][CH:25]=[CH:26][N:27]=2)[NH:22][C:17]([CH2:16][N:6]2[CH2:7][C:3]([F:2])([F:14])[CH2:4][C@@H:5]2[CH:8]([CH3:13])[CH2:9][C:10]([OH:12])=[O:11])=[C:18]1[C:36]([O:38][CH3:39])=[O:37]. The yield is 0.180. (2) The product is [ClH:33].[CH3:1][O:2][C:3]1[CH:12]=[C:11]2[C:6]([C:7]([O:14][C@H:15]3[CH2:19][NH:18][C@H:17]([C:27]([O:29][CH3:30])=[O:28])[CH2:16]3)=[CH:8][C:9](=[O:13])[NH:10]2)=[CH:5][C:4]=1[CH:31]=[CH2:32]. No catalyst specified. The reactants are [CH3:1][O:2][C:3]1[CH:12]=[C:11]2[C:6]([C:7]([O:14][C@H:15]3[CH2:19][N:18](C(OC(C)(C)C)=O)[C@H:17]([C:27]([O:29][CH3:30])=[O:28])[CH2:16]3)=[CH:8][C:9](=[O:13])[NH:10]2)=[CH:5][C:4]=1[CH:31]=[CH2:32].[ClH:33]. The yield is 0.990. (3) The reactants are [Cl:1][C:2]1[C:3]([CH3:37])=[N:4][O:5][C:6]=1[N:7]([CH2:31][O:32][CH2:33][CH2:34][O:35][CH3:36])[S:8]([C:11]1[C:19]2[C:14](=[N:15][CH:16]=[CH:17][CH:18]=2)[S:13][C:12]=1[CH:20](O)[C:21]1[CH:26]=[CH:25][C:24]2[O:27][CH2:28][O:29][C:23]=2[CH:22]=1)(=[O:10])=[O:9].C([SiH](CC)CC)C.B(F)(F)F.CCOCC. The catalyst is C(Cl)Cl.CCOC(C)=O. The product is [Cl:1][C:2]1[C:3]([CH3:37])=[N:4][O:5][C:6]=1[N:7]([CH2:31][O:32][CH2:33][CH2:34][O:35][CH3:36])[S:8]([C:11]1[C:19]2[C:14](=[N:15][CH:16]=[CH:17][CH:18]=2)[S:13][C:12]=1[CH2:20][C:21]1[CH:26]=[CH:25][C:24]2[O:27][CH2:28][O:29][C:23]=2[CH:22]=1)(=[O:9])=[O:10]. The yield is 0.660. (4) The reactants are [N:1]1([C:7]2[O:8][C:9]3[C:14]([C:15](=[O:17])[CH:16]=2)=[CH:13][CH:12]=[CH:11][C:10]=3OS(C(F)(F)F)(=O)=O)[CH2:6][CH2:5][O:4][CH2:3][CH2:2]1.[Cl:26][C:27]1[CH:32]=[C:31](B(O)O)[CH:30]=[CH:29][N:28]=1.C(=O)([O-])[O-].[K+].[K+]. The catalyst is O1CCOCC1.C1C=CC([P]([Pd]([P](C2C=CC=CC=2)(C2C=CC=CC=2)C2C=CC=CC=2)([P](C2C=CC=CC=2)(C2C=CC=CC=2)C2C=CC=CC=2)[P](C2C=CC=CC=2)(C2C=CC=CC=2)C2C=CC=CC=2)(C2C=CC=CC=2)C2C=CC=CC=2)=CC=1. The product is [Cl:26][C:27]1[CH:32]=[C:31]([C:10]2[CH:11]=[CH:12][CH:13]=[C:14]3[C:9]=2[O:8][C:7]([N:1]2[CH2:6][CH2:5][O:4][CH2:3][CH2:2]2)=[CH:16][C:15]3=[O:17])[CH:30]=[CH:29][N:28]=1. The yield is 1.00.